From a dataset of Reaction yield outcomes from USPTO patents with 853,638 reactions. Predict the reaction yield, written as a fraction of the theoretical maximum amount of product (1.0 means a 100% yield; for example, 0.34 means a 34% yield). The reactants are [NH2:1][C:2]1[CH:3]=[CH:4][C:5]([C:17]2[CH:18]=[C:19]([OH:23])[CH:20]=[CH:21][CH:22]=2)=[N:6][C:7]=1[NH:8][C:9]1[CH:14]=[CH:13][CH:12]=[CH:11][C:10]=1[O:15][CH3:16].[CH3:24][O:25]C1C=CC=CC=1NC1N=C(C2C=C(O)C=CC=2)C=CC=1[N+]([O-])=O. The catalyst is C(O)(=O)C.[Fe]. The product is [OH:23][C:19]1[CH:18]=[C:17]([C:5]2[N:6]=[C:7]3[N:8]([C:9]4[CH:14]=[CH:13][CH:12]=[CH:11][C:10]=4[O:15][CH3:16])[C:24](=[O:25])[NH:1][C:2]3=[CH:3][CH:4]=2)[CH:22]=[CH:21][CH:20]=1. The yield is 0.850.